From a dataset of Catalyst prediction with 721,799 reactions and 888 catalyst types from USPTO. Predict which catalyst facilitates the given reaction. (1) Reactant: [H-].[Na+].[Br:3][C:4]1[N:5]=[CH:6][NH:7][CH:8]=1.[CH3:9][N:10]([CH3:15])[S:11](Cl)(=[O:13])=[O:12]. Product: [CH3:9][N:10]([CH3:15])[S:11]([N:7]1[CH:8]=[C:4]([Br:3])[N:5]=[CH:6]1)(=[O:13])=[O:12]. The catalyst class is: 627. (2) Reactant: [CH3:1][O:2][C:3]1[CH:4]=[C:5]2[C:10](=[CH:11][CH:12]=1)[N:9]=[C:8]([C:13]1[CH:22]=[CH:21][C:16]([C:17]([O:19][CH3:20])=[O:18])=[CH:15][CH:14]=1)[CH:7]=[CH:6]2.[Br:23]Br. Product: [Br:23][C:4]1[C:3]([O:2][CH3:1])=[CH:12][CH:11]=[C:10]2[C:5]=1[CH:6]=[CH:7][C:8]([C:13]1[CH:22]=[CH:21][C:16]([C:17]([O:19][CH3:20])=[O:18])=[CH:15][CH:14]=1)=[N:9]2. The catalyst class is: 2. (3) Product: [F:1][C:2]1[CH:9]=[C:8]([N:10]2[C:18]3[CH2:17][C:16]([CH3:19])([CH3:20])[CH2:15][C:14](=[O:21])[C:13]=3[C:12]([CH3:22])=[N:11]2)[CH:7]=[C:6]([NH:33][C@H:34]2[CH2:39][CH2:38][C@H:37]([OH:40])[CH2:36][CH2:35]2)[C:3]=1[C:4]#[N:5]. The catalyst class is: 197. Reactant: [F:1][C:2]1[CH:9]=[C:8]([N:10]2[C:18]3[CH2:17][C:16]([CH3:20])([CH3:19])[CH2:15][C:14](=[O:21])[C:13]=3[C:12]([CH3:22])=[N:11]2)[CH:7]=[C:6](F)[C:3]=1[C:4]#[N:5].CCN(C(C)C)C(C)C.[NH2:33][C@H:34]1[CH2:39][CH2:38][C@H:37]([OH:40])[CH2:36][CH2:35]1. (4) Reactant: CN(C)C(=O)C.[NH2:7][C:8]1[CH:9]=[C:10]([CH:19]=[CH:20][C:21]=1[NH2:22])[C:11]([C:13]1[CH:18]=[CH:17][CH:16]=[CH:15][CH:14]=1)=[O:12].S([O-])(O)=O.[Na+].[CH:28]([C:30]1[NH:31][CH:32]=[CH:33][CH:34]=1)=O. Product: [C:11]([C:10]1[CH:19]=[CH:20][C:21]2[N:22]=[C:28]([C:30]3[NH:31][CH:32]=[CH:33][CH:34]=3)[NH:7][C:8]=2[CH:9]=1)(=[O:12])[C:13]1[CH:18]=[CH:17][CH:16]=[CH:15][CH:14]=1. The catalyst class is: 6. (5) Reactant: [CH2:1]([O:4][C:5]1([CH3:46])[CH2:10][CH2:9][N:8]([C:11]2[N:16]3[N:17]=[C:18]([C:20](=[O:33])[NH:21][CH2:22][CH:23]([OH:32])[CH2:24][C:25]4[CH:30]=[CH:29][CH:28]=[CH:27][C:26]=4[OH:31])[CH:19]=[C:15]3[N:14]=[C:13]([CH3:34])[C:12]=2[C@H:35]([O:41][C:42]([CH3:45])([CH3:44])[CH3:43])[C:36]([O:38][CH2:39][CH3:40])=[O:37])[CH2:7][CH2:6]1)[CH:2]=[CH2:3].C([O-])([O-])=O.[K+].[K+].Br[CH2:54][CH:55]=[CH2:56].O. Product: [CH2:1]([O:4][C:5]1([CH3:46])[CH2:6][CH2:7][N:8]([C:11]2[N:16]3[N:17]=[C:18]([C:20](=[O:33])[NH:21][CH2:22][CH:23]([OH:32])[CH2:24][C:25]4[CH:30]=[CH:29][CH:28]=[CH:27][C:26]=4[O:31][CH2:56][CH:55]=[CH2:54])[CH:19]=[C:15]3[N:14]=[C:13]([CH3:34])[C:12]=2[C@H:35]([O:41][C:42]([CH3:45])([CH3:44])[CH3:43])[C:36]([O:38][CH2:39][CH3:40])=[O:37])[CH2:9][CH2:10]1)[CH:2]=[CH2:3]. The catalyst class is: 3. (6) Reactant: [Cl:1][C:2]1[CH:3]=[CH:4][C:5]([O:31][CH3:32])=[C:6]([NH:8][C:9](=[O:30])[CH2:10][N:11]2[C:19]3[CH2:18][CH2:17][N:16]([CH2:20][C:21]([O:23]CC)=[O:22])[CH2:15][C:14]=3[C:13]([C:26]([F:29])([F:28])[F:27])=[N:12]2)[CH:7]=1.CO.[H-].[Li+]. Product: [Cl:1][C:2]1[CH:3]=[CH:4][C:5]([O:31][CH3:32])=[C:6]([NH:8][C:9](=[O:30])[CH2:10][N:11]2[C:19]3[CH2:18][CH2:17][N:16]([CH2:20][C:21]([OH:23])=[O:22])[CH2:15][C:14]=3[C:13]([C:26]([F:29])([F:28])[F:27])=[N:12]2)[CH:7]=1. The catalyst class is: 20. (7) Reactant: [OH:1][C:2]1[CH:32]=[CH:31][CH:30]=[CH:29][C:3]=1[CH2:4][N:5]1[C:14]2[C:9](=[CH:10][C:11]([O:15][CH2:16][C:17]#[CH:18])=[CH:12][CH:13]=2)[C:8]([C:19]2[CH:24]=[CH:23][C:22]([CH:25]([CH3:27])[CH3:26])=[CH:21][CH:20]=2)=[N:7][C:6]1=[O:28].[OH-].[Na+].Br[CH2:36][CH2:37][CH2:38][CH2:39][CH2:40][CH2:41][Cl:42]. Product: [Cl:42][CH2:41][CH2:40][CH2:39][CH2:38][CH2:37][CH2:36][O:1][C:2]1[CH:32]=[CH:31][CH:30]=[CH:29][C:3]=1[CH2:4][N:5]1[C:14]2[C:9](=[CH:10][C:11]([O:15][CH2:16][C:17]#[CH:18])=[CH:12][CH:13]=2)[C:8]([C:19]2[CH:20]=[CH:21][C:22]([CH:25]([CH3:26])[CH3:27])=[CH:23][CH:24]=2)=[N:7][C:6]1=[O:28]. The catalyst class is: 4. (8) The catalyst class is: 312. Product: [NH2:22][C:19]1[CH:18]=[CH:17][C:16]([C:5]2[N:6]([C:7]3[CH:15]=[CH:14][CH:13]=[CH:12][C:8]=3[C:9]([OH:11])=[O:10])[C:2]([CH3:1])=[N:3][N:4]=2)=[CH:21][CH:20]=1. Reactant: [CH3:1][C:2]1[N:6]([C:7]2[CH:15]=[CH:14][CH:13]=[CH:12][C:8]=2[C:9]([OH:11])=[O:10])[C:5]([C:16]2[CH:21]=[CH:20][C:19]([N+:22]([O-])=O)=[CH:18][CH:17]=2)=[N:4][N:3]=1. (9) Reactant: [CH3:1][O:2][C:3]1[N:8]=[CH:7][C:6]([C:9]2[CH2:14][CH2:13][C:12](=O)[CH2:11][CH:10]=2)=[CH:5][CH:4]=1.Cl.[NH:17]1[CH2:20][CH:19]([NH:21][C:22]([CH2:24][NH:25][C:26](=[O:37])[C:27]2[CH:32]=[CH:31][CH:30]=[C:29]([C:33]([F:36])([F:35])[F:34])[CH:28]=2)=[O:23])[CH2:18]1.[BH-](OC(C)=O)(OC(C)=O)OC(C)=O.[Na+]. Product: [CH3:1][O:2][C:3]1[N:8]=[CH:7][C:6]([C:9]2[CH2:14][CH2:13][CH:12]([N:17]3[CH2:20][CH:19]([NH:21][C:22]([CH2:24][NH:25][C:26](=[O:37])[C:27]4[CH:32]=[CH:31][CH:30]=[C:29]([C:33]([F:36])([F:34])[F:35])[CH:28]=4)=[O:23])[CH2:18]3)[CH2:11][CH:10]=2)=[CH:5][CH:4]=1. The catalyst class is: 2. (10) Reactant: Br[C:2]1[CH:7]=[CH:6][CH:5]=[CH:4][C:3]=1[S:8][CH2:9][C:10]([N:12]([CH:22]([CH3:24])[CH3:23])[NH:13][C:14](=[O:21])[C:15]1[CH:20]=[CH:19][CH:18]=[CH:17][CH:16]=1)=[O:11].C([O-])([O-])=O.[Na+].[Na+].[F:31][C:32]1[CH:33]=[C:34](B(O)O)[CH:35]=[CH:36][CH:37]=1. Product: [F:31][C:32]1[CH:37]=[C:36]([C:2]2[CH:7]=[CH:6][CH:5]=[CH:4][C:3]=2[S:8][CH2:9][C:10]([N:12]([CH:22]([CH3:24])[CH3:23])[NH:13][C:14](=[O:21])[C:15]2[CH:20]=[CH:19][CH:18]=[CH:17][CH:16]=2)=[O:11])[CH:35]=[CH:34][CH:33]=1. The catalyst class is: 57.